Dataset: Reaction yield outcomes from USPTO patents with 853,638 reactions. Task: Predict the reaction yield, written as a fraction of the theoretical maximum amount of product (1.0 means a 100% yield; for example, 0.34 means a 34% yield). (1) The reactants are [N:1]1([C:7](=[S:11])[CH2:8][C:9]#[N:10])[CH2:6][CH2:5][O:4][CH2:3][CH2:2]1.[CH2:12](OC(OCC)OCC)C.[NH:22]1[CH2:27][CH2:26][O:25][CH2:24][CH2:23]1. No catalyst specified. The product is [N:22]1([CH:12]=[C:8]([C:7]([N:1]2[CH2:6][CH2:5][O:4][CH2:3][CH2:2]2)=[S:11])[C:9]#[N:10])[CH2:27][CH2:26][O:25][CH2:24][CH2:23]1. The yield is 0.830. (2) The reactants are [CH3:1][O:2][C:3]1[CH:8]=[CH:7][C:6]([NH:9][C:10]2[C:15]([N+:16]([O-])=O)=[CH:14][CH:13]=[CH:12][N:11]=2)=[CH:5][CH:4]=1. The catalyst is CO.O.O.[Sn](Cl)Cl.Cl. The product is [NH2:16][C:15]1[C:10]([NH:9][C:6]2[CH:7]=[CH:8][C:3]([O:2][CH3:1])=[CH:4][CH:5]=2)=[N:11][CH:12]=[CH:13][CH:14]=1. The yield is 0.900. (3) The reactants are [O:1]1[C:5]2[CH:6]=[CH:7][C:8]([C:10]3([C:13]([OH:15])=O)[CH2:12][CH2:11]3)=[CH:9][C:4]=2[O:3][CH2:2]1.S(Cl)(Cl)=O.CN(C)C=O.[Br:25][C:26]1[CH:27]=[CH:28][C:29]([NH2:32])=[N:30][CH:31]=1. The catalyst is N1C=CC=CC=1. The product is [O:1]1[C:5]2[CH:6]=[CH:7][C:8]([C:10]3([C:13]([NH:32][C:29]4[CH:28]=[CH:27][C:26]([Br:25])=[CH:31][N:30]=4)=[O:15])[CH2:11][CH2:12]3)=[CH:9][C:4]=2[O:3][CH2:2]1. The yield is 0.830. (4) The reactants are Cl.[C@@H:2]12[NH:9][C@@H:6]([CH2:7][CH2:8]1)[CH2:5][N:4]([C:10]1[CH:15]=[CH:14][N:13]=[C:12]([NH:16][C:17]3[CH:18]=[N:19][N:20]([CH3:22])[CH:21]=3)[N:11]=1)[CH2:3]2.[S:23]1[C:27]([CH:28]=O)=[CH:26][CH:25]=[N:24]1.C(N(CC)CC)C.C([BH3-])#N.[Na+]. The catalyst is CO.C(O)(=O)C. The product is [CH3:22][N:20]1[CH:21]=[C:17]([NH:16][C:12]2[N:11]=[C:10]([N:4]3[CH2:5][C@H:6]4[N:9]([CH2:28][C:27]5[S:23][N:24]=[CH:25][CH:26]=5)[C@H:2]([CH2:8][CH2:7]4)[CH2:3]3)[CH:15]=[CH:14][N:13]=2)[CH:18]=[N:19]1. The yield is 0.200. (5) The catalyst is O1CCCC1.C(=O)([O-])O.[Na+]. The yield is 0.390. The product is [C:1]([C:4]1[CH:9]=[CH:8][C:7]([NH:10][C:11]2[N:25]([CH2:26][CH2:27][CH2:28][OH:29])[C:15]3[C:16]([C:17]([O:19][CH3:20])=[O:18])=[CH:21][CH:22]=[C:23]([Cl:24])[C:14]=3[N:13]=2)=[C:6]([CH3:30])[CH:5]=1)(=[O:3])[NH2:2]. The reactants are [C:1]([C:4]1[CH:9]=[CH:8][C:7]([NH:10][C:11]([NH:13][C:14]2[C:15]([NH:25][CH2:26][CH2:27][CH2:28][OH:29])=[C:16]([CH:21]=[CH:22][C:23]=2[Cl:24])[C:17]([O:19][CH3:20])=[O:18])=S)=[C:6]([CH3:30])[CH:5]=1)(=[O:3])[NH2:2].Cl.C(N=C=NCCCN(C)C)C.C(N(CC)CC)C. (6) The reactants are [CH3:1][S:2]([C:5]1[CH:13]=[CH:12][C:8]([C:9]([OH:11])=O)=[CH:7][CH:6]=1)(=[O:4])=[O:3].[CH3:14][C:15]1([CH3:23])[O:20][C:19](=[O:21])[CH2:18][C:17](=[O:22])[O:16]1.Cl.C(N=C=NCCCN(C)C)C. The catalyst is CN(C)C1C=CN=CC=1.ClCCl. The product is [CH3:14][C:15]1([CH3:23])[O:20][C:19](=[O:21])[CH:18]([C:9](=[O:11])[C:8]2[CH:7]=[CH:6][C:5]([S:2]([CH3:1])(=[O:3])=[O:4])=[CH:13][CH:12]=2)[C:17](=[O:22])[O:16]1. The yield is 0.740.